Dataset: Catalyst prediction with 721,799 reactions and 888 catalyst types from USPTO. Task: Predict which catalyst facilitates the given reaction. (1) Reactant: [CH2:1]([O:4][CH2:5][CH2:6][C:7]1[CH:17]=[CH:16][C:10]([O:11][CH2:12][CH:13]2[CH2:15][O:14]2)=[CH:9][CH:8]=1)[CH:2]=[CH2:3].[CH:18]([NH2:21])([CH3:20])[CH3:19]. Product: [CH2:1]([O:4][CH2:5][CH2:6][C:7]1[CH:17]=[CH:16][C:10]([O:11][CH2:12][CH:13]([OH:14])[CH2:15][NH:21][CH:18]([CH3:20])[CH3:19])=[CH:9][CH:8]=1)[CH:2]=[CH2:3]. The catalyst class is: 5. (2) Reactant: [H-].[Na+].[OH:3][C:4]1([CH3:17])[CH2:9][CH2:8][N:7]([C:10]([O:12][C:13]([CH3:16])([CH3:15])[CH3:14])=[O:11])[CH2:6][CH2:5]1.[CH3:18]N(P(N(C)C)(N(C)C)=O)C.CI. Product: [CH3:18][O:3][C:4]1([CH3:17])[CH2:5][CH2:6][N:7]([C:10]([O:12][C:13]([CH3:16])([CH3:15])[CH3:14])=[O:11])[CH2:8][CH2:9]1. The catalyst class is: 1. (3) Reactant: C[O:2][C:3]([C:5]1([C:8]2[CH:9]=[CH:10][C:11]3[O:15][CH2:14][C:13]([CH3:17])([CH3:16])[C:12]=3[CH:18]=2)[CH2:7][CH2:6]1)=[O:4].[Li+].[OH-].Cl. Product: [CH3:16][C:13]1([CH3:17])[C:12]2[CH:18]=[C:8]([C:5]3([C:3]([OH:4])=[O:2])[CH2:6][CH2:7]3)[CH:9]=[CH:10][C:11]=2[O:15][CH2:14]1. The catalyst class is: 5. (4) Reactant: N1C=[CH:5][C:4]([C:7]2[CH:12]=[CH:11][CH:10]=[CH:9][C:8]=2[CH:13]2[N:19]([CH2:20][C:21]3[CH:26]=[CH:25][CH:24]=[C:23]([C:27]4[S:28][CH:29]=[CH:30][N:31]=4)[CH:22]=3)[C:18](=[O:32])[CH2:17][CH2:16][CH2:15][CH2:14]2)=CC=1.C([Sn](CCCC)(CCCC)C1[N:39]=[CH:40][S:41]C=1)CCC.O.CCOC(C)=O. Product: [S:28]1[CH:29]=[CH:30][N:31]=[C:27]1[C:23]1[CH:22]=[C:21]([CH:26]=[CH:25][CH:24]=1)[CH2:20][N:19]1[CH:13]([C:8]2[CH:9]=[CH:10][CH:11]=[CH:12][C:7]=2[C:4]2[N:39]=[CH:40][S:41][CH:5]=2)[CH2:14][CH2:15][CH2:16][CH2:17][C:18]1=[O:32]. The catalyst class is: 516. (5) Reactant: [H-].[Na+].[C:3](#[N:5])[CH3:4].[Br:6][C:7]1[N:12]=[C:11]([C:13]([O:15]CC)=O)[CH:10]=[CH:9][CH:8]=1. Product: [Br:6][C:7]1[N:12]=[C:11]([C:13](=[O:15])[CH2:4][C:3]#[N:5])[CH:10]=[CH:9][CH:8]=1. The catalyst class is: 1. (6) Reactant: [S:1]1[C:5]2[CH:6]=[CH:7][CH:8]=[CH:9][C:4]=2[CH:3]=[C:2]1[C:10]1[CH:15]=[CH:14][CH:13]=[CH:12][C:11]=1[CH2:16][C:17]([O:19]C)=[O:18].CO.[OH-].[Na+]. Product: [S:1]1[C:5]2[CH:6]=[CH:7][CH:8]=[CH:9][C:4]=2[CH:3]=[C:2]1[C:10]1[CH:15]=[CH:14][CH:13]=[CH:12][C:11]=1[CH2:16][C:17]([OH:19])=[O:18]. The catalyst class is: 1.